This data is from Full USPTO retrosynthesis dataset with 1.9M reactions from patents (1976-2016). The task is: Predict the reactants needed to synthesize the given product. (1) The reactants are: [Cl:1][C:2]1[CH:3]=[C:4]([CH:26]=[CH:27][C:28]=1[O:29][CH3:30])[CH2:5][NH:6][C:7]1[C:12]([C:13]([NH:15][CH2:16][C:17]2[N:22]=[CH:21][CH:20]=[CH:19][N:18]=2)=[O:14])=[CH:11][N:10]=[C:9](S(C)=O)[N:8]=1.CCN(C(C)C)C(C)C.[CH3:40][N:41]1[CH2:45][CH2:44][C:43]2([CH2:49][CH2:48][NH:47][CH2:46]2)[CH2:42]1. Given the product [Cl:1][C:2]1[CH:3]=[C:4]([CH:26]=[CH:27][C:28]=1[O:29][CH3:30])[CH2:5][NH:6][C:7]1[C:12]([C:13]([NH:15][CH2:16][C:17]2[N:22]=[CH:21][CH:20]=[CH:19][N:18]=2)=[O:14])=[CH:11][N:10]=[C:9]([N:47]2[CH2:48][CH2:49][C:43]3([CH2:44][CH2:45][N:41]([CH3:40])[CH2:42]3)[CH2:46]2)[N:8]=1, predict the reactants needed to synthesize it. (2) Given the product [CH:27]1([C:30]([NH:1][C:2]2[CH:7]=[C:6]([C:8]3[C:9]([C:20]4[CH:21]=[CH:22][C:23]([F:26])=[CH:24][CH:25]=4)=[N:10][N:11]([C:13]4[CH2:18][CH2:17][C:16](=[O:19])[NH:15][N:14]=4)[CH:12]=3)[CH:5]=[CH:4][N:3]=2)=[O:31])[CH2:29][CH2:28]1, predict the reactants needed to synthesize it. The reactants are: [NH2:1][C:2]1[CH:7]=[C:6]([C:8]2[C:9]([C:20]3[CH:25]=[CH:24][C:23]([F:26])=[CH:22][CH:21]=3)=[N:10][N:11]([C:13]3[CH2:18][CH2:17][C:16](=[O:19])[NH:15][N:14]=3)[CH:12]=2)[CH:5]=[CH:4][N:3]=1.[CH:27]1([C:30](Cl)=[O:31])[CH2:29][CH2:28]1. (3) Given the product [C:25]([OH:31])([C:27]([F:30])([F:29])[F:28])=[O:26].[C:83](=[O:82])([O-:84])[NH2:85], predict the reactants needed to synthesize it. The reactants are: CN(C(ON1N=NC2C=CC=NC1=2)=[N+](C)C)C.F[P-](F)(F)(F)(F)F.[C:25]([OH:31])([C:27]([F:30])([F:29])[F:28])=[O:26].N1CCC[C@H]1C1NC2C=C(C3C=CC4C(=CC(C5C=CC(C6NC([C@@H]7CCCN7)=NC=6)=CC=5)=CC=4)C=3)C=CC=2N=1.C(N(C(C)C)CC)(C)C.C[O:82][C:83]([NH:85][C@@H](C(C)C)C(O)=O)=[O:84]. (4) Given the product [CH2:1]([O:3][C:4]([C@@H:6]1[CH2:10][C@@H:9]([S:31][C:28]2[CH:29]=[CH:30][C:25]([Br:24])=[CH:26][C:27]=2[C:32]([F:35])([F:33])[F:34])[CH2:8][C@H:7]1[C:16]([N:18]1[CH2:19][C:20]([F:22])([F:23])[CH2:21]1)=[O:17])=[O:5])[CH3:2], predict the reactants needed to synthesize it. The reactants are: [CH2:1]([O:3][C:4]([C@@H:6]1[CH2:10][C@H:9](OS(C)(=O)=O)[CH2:8][C@H:7]1[C:16]([N:18]1[CH2:21][C:20]([F:23])([F:22])[CH2:19]1)=[O:17])=[O:5])[CH3:2].[Br:24][C:25]1[CH:30]=[CH:29][C:28]([SH:31])=[C:27]([C:32]([F:35])([F:34])[F:33])[CH:26]=1. (5) Given the product [CH2:17]([O:8][C:5]1[CH:6]=[CH:7][C:2]([Br:1])=[C:3]([CH:4]=1)[C:9]#[N:10])[C:18]1[CH:23]=[CH:22][CH:21]=[CH:20][CH:19]=1, predict the reactants needed to synthesize it. The reactants are: [Br:1][C:2]1[CH:7]=[CH:6][C:5]([OH:8])=[CH:4][C:3]=1[C:9]#[N:10].C([O-])([O-])=O.[K+].[K+].[CH2:17](Br)[C:18]1[CH:23]=[CH:22][CH:21]=[CH:20][CH:19]=1. (6) Given the product [Cl:1][C:2]1[CH:3]=[C:4](/[CH:5]=[CH:39]/[C@H:35]2[CH2:36][CH2:37][CH2:38][N:34]2[C:32]([O:31][C:27]([CH3:28])([CH3:30])[CH3:29])=[O:33])[CH:14]=[CH:15][CH:16]=1, predict the reactants needed to synthesize it. The reactants are: [Cl:1][C:2]1[CH:3]=[C:4]([CH:14]=[CH:15][CH:16]=1)[CH2:5]P(=O)(OCC)OCC.C[Si](C)(C)N[Si](C)(C)C.[Li].[C:27]([O:31][C:32]([N:34]1[CH2:38][CH2:37][CH2:36][C@@H:35]1[CH:39]=O)=[O:33])([CH3:30])([CH3:29])[CH3:28]. (7) Given the product [F:37][C:38]1[CH:43]=[CH:42][C:41]([C:2]2[N:6]=[C:5]([C:7]3[CH:12]=[CH:11][CH:10]=[CH:9][CH:8]=3)[N:4]([CH2:13][C:14]([N:16]3[CH2:21][CH2:20][N:19]([C:22]4[N:27]=[CH:26][CH:25]=[CH:24][N:23]=4)[CH2:18][CH2:17]3)=[O:15])[N:3]=2)=[CH:40][C:39]=1[CH3:47], predict the reactants needed to synthesize it. The reactants are: Br[C:2]1[N:6]=[C:5]([C:7]2[CH:12]=[CH:11][CH:10]=[CH:9][CH:8]=2)[N:4]([CH2:13][C:14]([N:16]2[CH2:21][CH2:20][N:19]([C:22]3[N:27]=[CH:26][CH:25]=[CH:24][N:23]=3)[CH2:18][CH2:17]2)=[O:15])[N:3]=1.C(OC([O-])=O)([O-])=O.[Na+].[Na+].[F:37][C:38]1[CH:43]=[CH:42][C:41](B(O)O)=[CH:40][C:39]=1[CH3:47]. (8) Given the product [Br:1][C:2]1[N:7]=[C:6]([CH2:8][NH2:9])[CH:5]=[CH:4][CH:3]=1, predict the reactants needed to synthesize it. The reactants are: [Br:1][C:2]1[N:7]=[C:6]([CH2:8][N:9]2C(=O)C3C(=CC=CC=3)C2=O)[CH:5]=[CH:4][CH:3]=1.O.NN.